This data is from Full USPTO retrosynthesis dataset with 1.9M reactions from patents (1976-2016). The task is: Predict the reactants needed to synthesize the given product. (1) Given the product [Cl:27][CH2:26][CH2:25][O:24][C:18]1[CH:17]=[C:16]2[C:21]([C:12]([S:8][C:4]3[CH:3]=[C:2]([CH:7]=[CH:6][CH:5]=3)[NH2:1])=[N:13][CH:14]=[N:15]2)=[CH:20][C:19]=1[O:22][CH3:23], predict the reactants needed to synthesize it. The reactants are: [NH2:1][C:2]1[CH:3]=[C:4]([SH:8])[CH:5]=[CH:6][CH:7]=1.[H-].[Na+].Cl[C:12]1[C:21]2[C:16](=[CH:17][C:18]([O:24][CH2:25][CH2:26][Cl:27])=[C:19]([O:22][CH3:23])[CH:20]=2)[N:15]=[CH:14][N:13]=1. (2) Given the product [Cl:1][C:2]1[CH:7]=[CH:6][CH:5]=[CH:4][C:3]=1[C:8]1[C:9]2[CH:21]=[CH:20][C:19](=[O:22])[N:18]([C:23]3[CH:28]=[CH:27][CH:26]=[CH:25][C:24]=3[Cl:29])[C:10]=2[N:11]=[C:12]([NH:37][CH:34]2[CH2:35][CH2:36][N:31]([CH3:30])[CH2:32][CH2:33]2)[N:13]=1, predict the reactants needed to synthesize it. The reactants are: [Cl:1][C:2]1[CH:7]=[CH:6][CH:5]=[CH:4][C:3]=1[C:8]1[C:9]2[CH:21]=[CH:20][C:19](=[O:22])[N:18]([C:23]3[CH:28]=[CH:27][CH:26]=[CH:25][C:24]=3[Cl:29])[C:10]=2[N:11]=[C:12](S(C)(=O)=O)[N:13]=1.[CH3:30][N:31]1[CH2:36][CH2:35][CH:34]([NH2:37])[CH2:33][CH2:32]1. (3) Given the product [NH2:25][C:26]1[N:35]=[C:34]([N:36]2[CH2:41][CH2:40][N:39]([CH3:42])[CH2:38][CH2:37]2)[C:33]2[C:28](=[CH:29][C:30]([C:43]([NH:60][C@H:61]([C:62]#[N:63])[CH2:64][C:65]3[CH:70]=[CH:69][C:68]([O:71][CH:72]([CH3:74])[CH3:73])=[CH:67][CH:66]=3)=[O:45])=[CH:31][CH:32]=2)[N:27]=1, predict the reactants needed to synthesize it. The reactants are: F[P-](F)(F)(F)(F)F.C[N+](C)=C(N(C)C)ON1C2N=CC=CC=2N=N1.[NH2:25][C:26]1[N:35]=[C:34]([N:36]2[CH2:41][CH2:40][N:39]([CH3:42])[CH2:38][CH2:37]2)[C:33]2[C:28](=[CH:29][C:30]([C:43]([OH:45])=O)=[CH:31][CH:32]=2)[N:27]=1.CN(C)C=O.C(N(CC)C(C)C)(C)C.[NH2:60][C@@H:61]([CH2:64][C:65]1[CH:70]=[CH:69][C:68]([O:71][CH:72]([CH3:74])[CH3:73])=[CH:67][CH:66]=1)[C:62]#[N:63]. (4) Given the product [CH3:17][CH:7]1[CH2:6][N:5]2[N:1]=[CH:2][C:3]([N:10]3[CH2:14][CH2:13][CH2:12][C:11]3=[O:15])=[C:4]2[CH2:9][NH:8]1, predict the reactants needed to synthesize it. The reactants are: [N:1]1[N:5]2[CH2:6][CH2:7][NH:8][CH2:9][C:4]2=[C:3]([N:10]2[CH2:14][CH2:13][CH2:12][C:11]2=[O:15])[CH:2]=1.N1CCC[C:17]1=O.IC1C=NN2CC(C)N(C(OC(C)(C)C)=O)CC=12.IC1C=NN2CCN(C(OC(C)(C)C)=O)CC=12. (5) Given the product [NH2:28][CH2:27][C:22]1[CH:21]2[CH2:20][N:19]([C:16]3[N:17]=[C:18]4[C:13]([C:12](=[O:40])[C:11]([C:41]([OH:43])=[O:42])=[CH:10][N:9]4[C:3]4[CH:4]=[CH:5][C:6]([F:8])=[CH:7][C:2]=4[F:1])=[CH:14][C:15]=3[F:39])[CH2:26][CH:25]2[O:24][N:23]=1, predict the reactants needed to synthesize it. The reactants are: [F:1][C:2]1[CH:7]=[C:6]([F:8])[CH:5]=[CH:4][C:3]=1[N:9]1[C:18]2[C:13](=[CH:14][C:15]([F:39])=[C:16]([N:19]3[CH2:26][CH:25]4[CH:21]([C:22]([CH2:27][N:28]5C(=O)C6C(=CC=CC=6)C5=O)=[N:23][O:24]4)[CH2:20]3)[N:17]=2)[C:12](=[O:40])[C:11]([C:41]([OH:43])=[O:42])=[CH:10]1.O.NN. (6) Given the product [NH2:30][CH:1]([C:4]1[C:5]([O:22][CH3:23])=[C:6]([C:12]2[CH:17]=[CH:16][C:15]([C:18]([NH2:20])=[O:19])=[C:14]([F:21])[CH:13]=2)[C:7]([CH3:11])=[C:8]([Cl:10])[CH:9]=1)[CH3:2], predict the reactants needed to synthesize it. The reactants are: [C:1]([C:4]1[C:5]([O:22][CH3:23])=[C:6]([C:12]2[CH:17]=[CH:16][C:15]([C:18]([NH2:20])=[O:19])=[C:14]([F:21])[CH:13]=2)[C:7]([CH3:11])=[C:8]([Cl:10])[CH:9]=1)(=O)[CH3:2].C([O-])(=O)C.[NH4+].C([BH3-])#[N:30].[Na+]. (7) Given the product [F:30][C:25]1[CH:26]=[CH:27][CH:28]=[CH:29][C:24]=1[C:23]1[CH:22]=[C:21]2[C:12]([N:13]3[C:18]([CH2:19][O:20]2)=[N:17][NH:16][C:15](=[O:31])[C@H:14]3[CH3:32])=[CH:11][C:10]=1[N:4]1[CH2:5][C@H:6]([CH3:9])[N:7]([CH3:36])[CH2:8][C@H:3]1[CH3:2], predict the reactants needed to synthesize it. The reactants are: Cl.[CH3:2][C@@H:3]1[CH2:8][NH:7][C@@H:6]([CH3:9])[CH2:5][N:4]1[C:10]1[CH:11]=[C:12]2[C:21](=[CH:22][C:23]=1[C:24]1[CH:29]=[CH:28][CH:27]=[CH:26][C:25]=1[F:30])[O:20][CH2:19][C:18]1[N:13]2[C@H:14]([CH3:32])[C:15](=[O:31])[NH:16][N:17]=1.C=O.[BH3-][C:36]#N.[Na+].C([O-])(O)=O.[Na+]. (8) Given the product [CH:14]([C:11]1[C:10]([C:16]([F:17])([F:19])[F:18])=[CH:9][C:3]([C:4]([O:6][CH2:7][CH3:8])=[O:5])=[CH:2][C:12]=1[CH3:13])=[O:15], predict the reactants needed to synthesize it. The reactants are: N[C:2]1[C:12]([CH3:13])=[C:11]([CH:14]=[O:15])[C:10]([C:16]([F:19])([F:18])[F:17])=[CH:9][C:3]=1[C:4]([O:6][CH2:7][CH3:8])=[O:5].C(OC(=O)C1C=CC(C=O)=C(C(F)(F)F)C=1)C.